This data is from Reaction yield outcomes from USPTO patents with 853,638 reactions. The task is: Predict the reaction yield, written as a fraction of the theoretical maximum amount of product (1.0 means a 100% yield; for example, 0.34 means a 34% yield). (1) The reactants are [Br:1][C:2]1[N:3]=[C:4]([NH:9][CH2:10][C:11]2[C:16]([F:17])=[CH:15][CH:14]=[C:13]([F:18])[C:12]=2[Cl:19])[C:5]([NH2:8])=[N:6][CH:7]=1.C(N(C(C)C)CC)C.[C:28]([O:32][CH2:33][CH3:34])(=[O:31])[CH:29]=[O:30].O. The catalyst is C(Cl)Cl. The product is [CH2:33]([O:32][C:28](=[O:31])[C:29]([NH:8][C:5]1[C:4]([NH:9][CH2:10][C:11]2[C:16]([F:17])=[CH:15][CH:14]=[C:13]([F:18])[C:12]=2[Cl:19])=[N:3][C:2]([Br:1])=[CH:7][N:6]=1)=[O:30])[CH3:34]. The yield is 0.520. (2) The reactants are [Cl:1][C:2]1[C:3]2[N:4]([CH:20]=[CH:21][N:22]=2)[CH:5]=[C:6]([C:17]([OH:19])=O)[C:7]=1[NH:8][C:9]1[CH:14]=[CH:13][C:12]([I:15])=[CH:11][C:10]=1[F:16].C(N(CC)C(C)C)(C)C.C1CN([P+](ON2N=NC3C=CC=CC2=3)(N2CCCC2)N2CCCC2)CC1.F[P-](F)(F)(F)(F)F.Cl.[N+:66]([CH:69]([C:71]1([OH:75])[CH2:74][NH:73][CH2:72]1)[CH3:70])([O-:68])=[O:67]. The catalyst is CN(C)C=O. The product is [Cl:1][C:2]1[C:3]2[N:4]([CH:20]=[CH:21][N:22]=2)[CH:5]=[C:6]([C:17]([N:73]2[CH2:74][C:71]([CH:69]([N+:66]([O-:68])=[O:67])[CH3:70])([OH:75])[CH2:72]2)=[O:19])[C:7]=1[NH:8][C:9]1[CH:14]=[CH:13][C:12]([I:15])=[CH:11][C:10]=1[F:16]. The yield is 1.00. (3) The reactants are [NH2:1][C:2]1[CH:7]=[CH:6][C:5]([NH:8][CH:9]2[CH2:14][CH2:13][N:12]([CH:15](O)[CH3:16])[CH2:11][CH2:10]2)=[CH:4][CH:3]=1.Cl[C:19]1[N:28]=[CH:27][C:26]2[C:21](=[C:22]([C:29]3[CH:30]=[C:31]([NH:35][C:36](=[O:39])[CH:37]=[CH2:38])[CH:32]=[CH:33][CH:34]=3)[CH:23]=[CH:24][CH:25]=2)[N:20]=1.C(O)(C(F)(F)F)=[O:41]. The catalyst is CCCCO. The product is [OH:41][CH2:16][CH2:15][N:12]1[CH2:13][CH2:14][CH:9]([NH:8][C:5]2[CH:6]=[CH:7][C:2]([NH:1][C:19]3[N:28]=[CH:27][C:26]4[C:21](=[C:22]([C:29]5[CH:30]=[C:31]([NH:35][C:36](=[O:39])[CH:37]=[CH2:38])[CH:32]=[CH:33][CH:34]=5)[CH:23]=[CH:24][CH:25]=4)[N:20]=3)=[CH:3][CH:4]=2)[CH2:10][CH2:11]1. The yield is 0.310. (4) The reactants are C1C=C2C=C[C:9](O)=[C:10]([C:11]3C4[C:15](=[CH:16][CH:17]=[CH:18][CH:19]=4)[CH:14]=[CH:13][C:12]=3[OH:21])C2=CC=1.C([Sn](CCCC)(CCCC)CCCC)C=C.C(=O)CCCCCCC. No catalyst specified. The product is [CH2:9]=[CH:10][CH2:11][C@@H:12]([OH:21])[CH2:13][CH2:14][CH2:15][CH2:16][CH2:17][CH2:18][CH3:19]. The yield is 0.380. (5) The reactants are C(NB)(C)(C)C.[Al+3].[Cl-].[Cl-].[Cl-].[Br:11][C:12]1[C:16]2[C:17](=O)[CH:18]3[CH:22]([C:15]=2[S:14][CH:13]=1)[CH2:21][N:20]([CH:23]([C:25]1[CH:30]=[CH:29][CH:28]=[CH:27][CH:26]=1)[CH3:24])[CH2:19]3.B.[Al+3].[Cl-].[Cl-].[Cl-]. The catalyst is ClCCl. The product is [Br:11][C:12]1[C:16]2[CH2:17][CH:18]3[CH:22]([C:15]=2[S:14][CH:13]=1)[CH2:21][N:20]([CH:23]([C:25]1[CH:30]=[CH:29][CH:28]=[CH:27][CH:26]=1)[CH3:24])[CH2:19]3. The yield is 0.746. (6) The reactants are [N:1]1([C:7]([C:9]2[S:10][CH:11]=[CH:12][CH:13]=2)=[O:8])[CH2:6][CH2:5][NH:4][CH2:3][CH2:2]1.C1([NH:20][C:21]([C:23]2[C:24](=[O:36])[N:25]([CH3:35])[C:26]3[C:31]([C:32]=2O)=[CH:30][C:29]([CH3:34])=[CH:28][CH:27]=3)=O)CCCCC1. The catalyst is C1(C)C=CC=CC=1. The product is [CH2:35]([N:25]1[C:26]2[C:31](=[CH:30][C:29]([CH3:34])=[CH:28][CH:27]=2)[C:32]([N:4]2[CH2:5][CH2:6][N:1]([C:7]([C:9]3[S:10][CH:11]=[CH:12][CH:13]=3)=[O:8])[CH2:2][CH2:3]2)=[C:23]([C:21]#[N:20])[C:24]1=[O:36])[C:26]1[CH:31]=[CH:30][CH:29]=[CH:28][CH:27]=1. The yield is 0.770.